From a dataset of Catalyst prediction with 721,799 reactions and 888 catalyst types from USPTO. Predict which catalyst facilitates the given reaction. (1) Reactant: [CH:1]1([CH2:4][C:5](=O)/[C:6](/[C:11]2[CH:16]=[CH:15][N:14]=[C:13]([S:17][CH3:18])[N:12]=2)=[CH:7]\N(C)C)[CH2:3][CH2:2]1.[OH:20][C:21]([CH3:28])([CH3:27])[CH2:22][NH:23][C:24]([NH2:26])=[NH:25].C(=O)([O-])[O-].[K+].[K+]. Product: [CH:1]1([CH2:4][C:5]2[C:6]([C:11]3[CH:16]=[CH:15][N:14]=[C:13]([S:17][CH3:18])[N:12]=3)=[CH:7][N:26]=[C:24]([NH:23][CH2:22][C:21]([CH3:28])([OH:20])[CH3:27])[N:25]=2)[CH2:2][CH2:3]1. The catalyst class is: 3. (2) Reactant: [Cl:1][C:2]1[CH:3]=[C:4]([N:10]2[C@@H:22]([CH:23]3[CH2:27][CH2:26][CH2:25][CH2:24]3)[C@@H:21]3[C:12]([C:13]4[CH:14]=[CH:15][C:16]([C:28]([O:30]CC)=[O:29])=[N:17][C:18]=4[CH2:19][CH2:20]3)=[N:11]2)[CH:5]=[CH:6][C:7]=1[C:8]#[N:9].O1CCCC1.CO.[OH-].[Na+]. Product: [Cl:1][C:2]1[CH:3]=[C:4]([N:10]2[C@@H:22]([CH:23]3[CH2:27][CH2:26][CH2:25][CH2:24]3)[C@@H:21]3[C:12]([C:13]4[CH:14]=[CH:15][C:16]([C:28]([OH:30])=[O:29])=[N:17][C:18]=4[CH2:19][CH2:20]3)=[N:11]2)[CH:5]=[CH:6][C:7]=1[C:8]#[N:9]. The catalyst class is: 6. (3) Reactant: [OH:1][C@@H:2]1[CH2:6][C@H:5]([OH:7])[C@H:4]([CH2:8]/[CH:9]=[CH:10]\[CH2:11][CH2:12][CH2:13][C:14]([OH:16])=[O:15])[C@H:3]1[CH2:17][CH2:18][C@@H:19]([OH:28])[CH2:20][CH2:21][C:22]1[CH:27]=[CH:26][CH:25]=[CH:24][CH:23]=1.I[CH2:30][CH2:31][O:32][C:33]1[CH:34]=[C:35]([CH:38]=[CH:39][C:40]=1[CH3:41])[CH:36]=[O:37].C1CCN2C(=NCCC2)CC1. Product: [OH:1][C@@H:2]1[CH2:6][C@H:5]([OH:7])[C@H:4]([CH2:8]/[CH:9]=[CH:10]\[CH2:11][CH2:12][CH2:13][C:14]([O:16][CH2:30][CH2:31][O:32][C:33]2[CH:34]=[C:35]([CH:36]=[O:37])[CH:38]=[CH:39][C:40]=2[CH3:41])=[O:15])[C@H:3]1[CH2:17][CH2:18][C@@H:19]([OH:28])[CH2:20][CH2:21][C:22]1[CH:23]=[CH:24][CH:25]=[CH:26][CH:27]=1. The catalyst class is: 369.